Dataset: Reaction yield outcomes from USPTO patents with 853,638 reactions. Task: Predict the reaction yield, written as a fraction of the theoretical maximum amount of product (1.0 means a 100% yield; for example, 0.34 means a 34% yield). (1) The reactants are [CH:1]1([C:4](=[O:27])[CH2:5][O:6][C:7]2[C:22]([F:23])=[CH:21][C:20]([N+:24]([O-:26])=[O:25])=[CH:19][C:8]=2[CH2:9][N:10]([CH3:18])[C:11](=[O:17])[O:12][C:13]([CH3:16])([CH3:15])[CH3:14])[CH2:3][CH2:2]1.[BH4-].[Na+]. The catalyst is CO. The product is [CH:1]1([CH:4]([OH:27])[CH2:5][O:6][C:7]2[C:22]([F:23])=[CH:21][C:20]([N+:24]([O-:26])=[O:25])=[CH:19][C:8]=2[CH2:9][N:10]([CH3:18])[C:11](=[O:17])[O:12][C:13]([CH3:16])([CH3:15])[CH3:14])[CH2:3][CH2:2]1. The yield is 0.562. (2) The reactants are C[N:2](C)[CH:3]=[CH:4][C:5]([C:7]1[C:12](=[O:13])[CH:11]=[CH:10][N:9]([C:14]2[CH:19]=[CH:18][CH:17]=[C:16]([CH3:20])[CH:15]=2)[N:8]=1)=O.[C:22]1([NH:28]N)[CH:27]=[CH:26][CH:25]=[CH:24][CH:23]=1. The catalyst is CO. The product is [CH3:20][C:16]1[CH:15]=[C:14]([N:9]2[CH:10]=[CH:11][C:12](=[O:13])[C:7]([C:5]3[N:28]([C:22]4[CH:27]=[CH:26][CH:25]=[CH:24][CH:23]=4)[N:2]=[CH:3][CH:4]=3)=[N:8]2)[CH:19]=[CH:18][CH:17]=1. The yield is 0.0700. (3) The reactants are [C:1]([NH2:5])(C)(C)C.C=[O:7].O.[C:9]1([CH3:15])[CH:14]=[CH:13][CH:12]=[CH:11][CH:10]=1. No catalyst specified. The product is [O:7]1[C:10]2[CH:11]=[CH:12][CH:13]=[CH:14][C:9]=2[CH:15]=[CH:1][NH:5]1. The yield is 0.780. (4) The catalyst is O1CCCC1.O.C(OC)(C)(C)C. The product is [OH2:22].[ClH:1].[ClH:1].[CH2:4]1[C:5]2[C:10](=[CH:9][CH:8]=[CH:7][CH:6]=2)[CH2:2][CH:3]1[NH:11][C:12]1[N:13]=[CH:14][C:15]2[CH2:20][NH:19][CH2:18][C:16]=2[N:17]=1. The reactants are [ClH:1].[CH2:2]1[C:10]2[C:5](=[CH:6][CH:7]=[CH:8][CH:9]=2)[CH2:4][CH:3]1[NH:11][C:12]1[N:13]=[CH:14][C:15]2[CH2:20][N:19](C(OC(C)(C)C)=[O:22])[CH2:18][C:16]=2[N:17]=1. The yield is 0.800. (5) The reactants are [CH2:1]([O:3][C:4]1[CH:13]=[C:12]2[C:7]([CH:8]=[CH:9][CH:10]=[C:11]2[NH2:14])=[CH:6][CH:5]=1)[CH3:2].[Li].CO.N. The catalyst is O1CCCC1.O. The product is [CH2:1]([O:3][C:4]1[CH2:13][C:12]2[C:11]([NH2:14])=[CH:10][CH:9]=[CH:8][C:7]=2[CH2:6][CH:5]=1)[CH3:2]. The yield is 0.760. (6) The reactants are [F:1][C:2]([F:12])([F:11])[CH:3]([C:7]([F:10])([F:9])[F:8])[C:4](O)=[O:5].C(Cl)(C(Cl)=O)=O.[NH2:19][CH2:20][C:21]1[CH:26]=[CH:25][CH:24]=[CH:23][CH:22]=1.CCN(C(C)C)C(C)C. The catalyst is C(Cl)Cl. The product is [CH2:20]([NH:19][C:4](=[O:5])[CH:3]([C:7]([F:10])([F:9])[F:8])[C:2]([F:12])([F:11])[F:1])[C:21]1[CH:26]=[CH:25][CH:24]=[CH:23][CH:22]=1. The yield is 0.600. (7) The product is [CH2:1]([O:3][C:4]([C:6]1([C:9]2[CH:14]=[CH:13][C:12]([C:15]3[CH:20]=[CH:19][C:18]([C:21]4[S:22][C:23]([F:29])=[CH:24][C:25]=4[NH:32][C:35]([O:62][C@@H:60]([C:55]4[CH:56]=[CH:57][CH:58]=[CH:59][C:54]=4[CH3:63])[CH3:61])=[O:44])=[CH:17][CH:16]=3)=[CH:11][CH:10]=2)[CH2:8][CH2:7]1)=[O:5])[CH3:2]. The yield is 0.720. The reactants are [CH2:1]([O:3][C:4]([C:6]1([C:9]2[CH:14]=[CH:13][C:12]([C:15]3[CH:20]=[CH:19][C:18]([C:21]4[S:22][C:23]([F:29])=[CH:24][C:25]=4C(O)=O)=[CH:17][CH:16]=3)=[CH:11][CH:10]=2)[CH2:8][CH2:7]1)=[O:5])[CH3:2].C([N:32]([CH2:35]C)CC)C.C1(P(N=[N+]=[N-])(C2C=CC=CC=2)=[O:44])C=CC=CC=1.[C:54]1([CH3:63])[CH:59]=[CH:58][CH:57]=[CH:56][C:55]=1[C@H:60]([OH:62])[CH3:61].[Cl-].[NH4+]. The catalyst is C1(C)C=CC=CC=1.